This data is from Reaction yield outcomes from USPTO patents with 853,638 reactions. The task is: Predict the reaction yield, written as a fraction of the theoretical maximum amount of product (1.0 means a 100% yield; for example, 0.34 means a 34% yield). (1) The reactants are [S:1]1[CH:5]=[C:4]([CH2:6][CH2:7][CH2:8][OH:9])[N:3]=[CH:2]1.CCN(C(C)C)C(C)C.[CH3:19][C:20]([Si:23](Cl)([CH3:25])[CH3:24])([CH3:22])[CH3:21]. The catalyst is CN(C1C=CN=CC=1)C.C(Cl)Cl. The product is [Si:23]([O:9][CH2:8][CH2:7][CH2:6][C:4]1[N:3]=[CH:2][S:1][CH:5]=1)([C:20]([CH3:22])([CH3:21])[CH3:19])([CH3:25])[CH3:24]. The yield is 0.910. (2) The reactants are C[C:2]1[N:7]=[N:6][C:5]([C:8]2[CH:13]=[CH:12][CH:11]=[CH:10][CH:9]=2)=[C:4]([C:14]([OH:16])=O)[C:3]=1[C:17]1[CH:22]=[CH:21][CH:20]=[CH:19][CH:18]=1.C(Cl)(=O)C(Cl)=O.C[ClH]N.[CH2:32]([N:34](CC)CC)C. The catalyst is C(Cl)Cl.CN(C=O)C. The product is [CH3:32][NH:34][C:14]([C:4]1[C:3]([C:17]2[CH:22]=[CH:21][CH:20]=[CH:19][CH:18]=2)=[CH:2][N:7]=[N:6][C:5]=1[C:8]1[CH:13]=[CH:12][CH:11]=[CH:10][CH:9]=1)=[O:16]. The yield is 0.470.